This data is from Full USPTO retrosynthesis dataset with 1.9M reactions from patents (1976-2016). The task is: Predict the reactants needed to synthesize the given product. (1) Given the product [Cl:10][C:11]1[S:14][N:8]=[C:7]([C:4]2[CH:5]=[CH:6][O:2][CH:3]=2)[N:9]=1, predict the reactants needed to synthesize it. The reactants are: Cl.[O:2]1[CH:6]=[CH:5][C:4]([C:7](=[NH:9])[NH2:8])=[CH:3]1.[Cl:10][C:11]([SH:14])(Cl)Cl.[OH-].[Na+]. (2) Given the product [F:29][C:15]1[CH:14]=[C:13]([NH:12][C:4]2[CH:5]=[C:6]([C:8]([N:47]3[CH2:42][CH2:43][NH:48][CH2:45][CH2:46]3)=[O:10])[N:7]=[C:2]([NH2:1])[N:3]=2)[CH:18]=[CH:17][C:16]=1[O:19][C:20]1[CH:25]=[CH:24][N:23]=[C:22]2[NH:26][CH:27]=[CH:28][C:21]=12, predict the reactants needed to synthesize it. The reactants are: [NH2:1][C:2]1[N:7]=[C:6]([C:8]([O:10]C)=O)[CH:5]=[C:4]([NH:12][C:13]2[CH:18]=[CH:17][C:16]([O:19][C:20]3[CH:25]=[CH:24][N:23]=[C:22]4[NH:26][CH:27]=[CH:28][C:21]=34)=[C:15]([F:29])[CH:14]=2)[N:3]=1.[OH-].[Na+].Cl.CN(C(ON1N=[N:48][C:43]2C=[CH:45][CH:46]=[N:47][C:42]1=2)=[N+](C)C)C.F[P-](F)(F)(F)(F)F.C1C=NC2N(O)N=NC=2C=1.C(N(C(C)C)CC)(C)C.N1CCNCC1. (3) Given the product [NH2:30][C:27]1[CH:26]=[CH:25][C:24]([C:23]([N:3]2[C:4]3[C:9](=[CH:8][CH:7]=[CH:6][CH:5]=3)[C@H:10]([N:12]([C:17]3[CH:18]=[CH:19][CH:20]=[CH:21][CH:22]=3)[C:13](=[O:16])[CH2:14][CH3:15])[CH2:11][C@@H:2]2[CH3:1])=[O:33])=[CH:29][CH:28]=1, predict the reactants needed to synthesize it. The reactants are: [CH3:1][C@H:2]1[CH2:11][C@@H:10]([N:12]([C:17]2[CH:22]=[CH:21][CH:20]=[CH:19][CH:18]=2)[C:13](=[O:16])[CH2:14][CH3:15])[C:9]2[C:4](=[CH:5][CH:6]=[CH:7][CH:8]=2)[N:3]1[C:23](=[O:33])[C:24]1[CH:29]=[CH:28][C:27]([N+:30]([O-])=O)=[CH:26][CH:25]=1. (4) Given the product [Cl:1][C:2]1[CH:3]=[C:4]([CH2:10][N:11]2[CH2:12][CH2:13][CH:14](/[CH:17]=[CH:18]/[C:19]3[CH:24]=[CH:23][CH:22]=[CH:21][C:20]=3[F:25])[CH2:15][CH2:16]2)[C:5](=[O:8])[NH:6][CH:7]=1, predict the reactants needed to synthesize it. The reactants are: [Cl:1][C:2]1[CH:3]=[C:4]([CH2:10][N:11]2[CH2:16][CH2:15][CH:14](/[CH:17]=[CH:18]/[C:19]3[CH:24]=[CH:23][CH:22]=[CH:21][C:20]=3[F:25])[CH2:13][CH2:12]2)[C:5]([O:8]C)=[N:6][CH:7]=1.Cl.CO.C(=O)([O-])[O-].[Na+].[Na+].